Dataset: Peptide-MHC class I binding affinity with 185,985 pairs from IEDB/IMGT. Task: Regression. Given a peptide amino acid sequence and an MHC pseudo amino acid sequence, predict their binding affinity value. This is MHC class I binding data. (1) The peptide sequence is TETEVLDFAF. The binding affinity (normalized) is 0.627. The MHC is H-2-Kk with pseudo-sequence H-2-Kk. (2) The peptide sequence is RALIKTLPRASYSSH. The MHC is HLA-A68:01 with pseudo-sequence HLA-A68:01. The binding affinity (normalized) is 0.00615. (3) The peptide sequence is SVLTILYYGA. The MHC is HLA-A02:03 with pseudo-sequence HLA-A02:03. The binding affinity (normalized) is 0.231. (4) The peptide sequence is FMVAWGKEA. The MHC is HLA-A02:19 with pseudo-sequence HLA-A02:19. The binding affinity (normalized) is 0.361. (5) The peptide sequence is MPSEDGAEDL. The MHC is HLA-B54:01 with pseudo-sequence HLA-B54:01. The binding affinity (normalized) is 0. (6) The peptide sequence is GGPGQKARLM. The MHC is Mamu-A01 with pseudo-sequence Mamu-A01. The binding affinity (normalized) is 0. (7) The peptide sequence is KTLCDMIKG. The MHC is HLA-A11:01 with pseudo-sequence HLA-A11:01. The binding affinity (normalized) is 0.